Task: Predict the reaction yield, written as a fraction of the theoretical maximum amount of product (1.0 means a 100% yield; for example, 0.34 means a 34% yield).. Dataset: Reaction yield outcomes from USPTO patents with 853,638 reactions (1) The reactants are [CH3:1][C:2]1[NH:6][C:5]2[C:7]([C:17]([O:19][CH3:20])=[O:18])=[CH:8][C:9]([N:11]3[CH2:16][CH2:15][O:14][CH2:13][CH2:12]3)=[CH:10][C:4]=2[N:3]=1.Br[CH2:22][C:23]1[CH:28]=[CH:27][CH:26]=[C:25]([C:29]([F:32])([F:31])[F:30])[C:24]=1[CH3:33].C([O-])([O-])=O.[K+].[K+].O. The catalyst is CN(C=O)C.CO. The product is [CH3:1][C:2]1[N:3]([CH2:22][C:23]2[CH:28]=[CH:27][CH:26]=[C:25]([C:29]([F:30])([F:31])[F:32])[C:24]=2[CH3:33])[C:4]2[CH:10]=[C:9]([N:11]3[CH2:12][CH2:13][O:14][CH2:15][CH2:16]3)[CH:8]=[C:7]([C:17]([O:19][CH3:20])=[O:18])[C:5]=2[N:6]=1. The yield is 0.290. (2) The reactants are [CH3:1][Si](C=[N+]=[N-])(C)C.[C:8]([O:12][C:13]([C:15]1[C:39]([OH:40])=[C:38]([C:41]([F:44])([F:43])[F:42])[CH:37]=[CH:36][C:16]=1[CH2:17][O:18][C:19]1[CH:24]=[CH:23][C:22]([C:25]2[CH:30]=[CH:29][C:28]([CH2:31][C:32]([OH:34])=[O:33])=[C:27]([Cl:35])[CH:26]=2)=[CH:21][CH:20]=1)=[O:14])([CH3:11])([CH3:10])[CH3:9]. The catalyst is C1(CO)C=CC=CC=1. The product is [Cl:35][C:27]1[CH:26]=[C:25]([C:22]2[CH:21]=[CH:20][C:19]([O:18][CH2:17][C:16]3[C:15]([C:13]([O:12][C:8]([CH3:11])([CH3:9])[CH3:10])=[O:14])=[C:39]([OH:40])[C:38]([C:41]([F:44])([F:42])[F:43])=[CH:37][CH:36]=3)=[CH:24][CH:23]=2)[CH:30]=[CH:29][C:28]=1[CH2:31][C:32]([O:34][CH3:1])=[O:33]. The yield is 0.730. (3) The reactants are [NH:1]1[C:5]2=[CH:6][N:7]=[CH:8][CH:9]=[C:4]2[CH:3]=[C:2]1[C:10](=[N:12][OH:13])[CH3:11].[H-].[Na+].[C:16]([NH:23][CH2:24][CH2:25][CH2:26]Cl)([O:18][C:19]([CH3:22])([CH3:21])[CH3:20])=[O:17]. The catalyst is CN(C)C=O. The product is [C:11]1([C:10](=[N:12][O:13][CH2:26][CH2:25][CH2:24][NH:23][C:16](=[O:17])[O:18][C:19]([CH3:22])([CH3:21])[CH3:20])[C:2]2[NH:1][C:5]3=[CH:6][N:7]=[CH:8][CH:9]=[C:4]3[CH:3]=2)[CH:11]=[CH:10][CH:2]=[CH:3][CH:4]=1. The yield is 0.460. (4) The reactants are [CH2:1]([O:8][C:9]1[CH:14]=[C:13]([CH3:15])[C:12]([CH2:16]O)=[C:11]([CH3:18])[CH:10]=1)[C:2]1[CH:7]=[CH:6][CH:5]=[CH:4][CH:3]=1.P(Br)(Br)[Br:20]. The catalyst is C1COCC1. The product is [CH2:1]([O:8][C:9]1[CH:14]=[C:13]([CH3:15])[C:12]([CH2:16][Br:20])=[C:11]([CH3:18])[CH:10]=1)[C:2]1[CH:7]=[CH:6][CH:5]=[CH:4][CH:3]=1. The yield is 0.990.